This data is from TCR-epitope binding with 47,182 pairs between 192 epitopes and 23,139 TCRs. The task is: Binary Classification. Given a T-cell receptor sequence (or CDR3 region) and an epitope sequence, predict whether binding occurs between them. (1) The epitope is KLSYGIATV. The TCR CDR3 sequence is CASSQDQLAGTQYF. Result: 1 (the TCR binds to the epitope). (2) The epitope is FLRGRAYGL. The TCR CDR3 sequence is CASSVVGDTRETQYF. Result: 0 (the TCR does not bind to the epitope). (3) The epitope is GILGFVFTL. The TCR CDR3 sequence is CASSARSQETQYF. Result: 1 (the TCR binds to the epitope).